This data is from Forward reaction prediction with 1.9M reactions from USPTO patents (1976-2016). The task is: Predict the product of the given reaction. (1) Given the reactants [O:1]=[C:2]1[N:6]([C:7]2[CH:14]=[CH:13][C:10]([C:11]#[N:12])=[C:9]([C:15]([F:18])([F:17])[F:16])[CH:8]=2)[C@H:5]2[CH2:19][CH2:20][CH2:21][CH2:22][C@@H:4]2[NH:3]1.Br[C:24]1[CH:25]=[CH:26][C:27]([C:30]([NH:32][CH3:33])=[O:31])=[N:28][CH:29]=1, predict the reaction product. The product is: [C:11]([C:10]1[CH:13]=[CH:14][C:7]([N:6]2[C@H:5]3[CH2:19][CH2:20][CH2:21][CH2:22][C@@H:4]3[N:3]([C:24]3[CH:25]=[CH:26][C:27]([C:30]([NH:32][CH3:33])=[O:31])=[N:28][CH:29]=3)[C:2]2=[O:1])=[CH:8][C:9]=1[C:15]([F:18])([F:16])[F:17])#[N:12]. (2) Given the reactants Cl[CH2:2][CH2:3][N:4]1[CH2:9][CH2:8][N:7]([S:10]([CH3:13])(=[O:12])=[O:11])[CH2:6][CH2:5]1.[NH2:14][C@:15]12[CH2:58][CH2:57][C@@H:56]([C:59]([CH3:61])=[CH2:60])[C@@H:16]1[C@@H:17]1[C@@:30]([CH3:33])([CH2:31][CH2:32]2)[C@@:29]2([CH3:34])[C@@H:20]([C@:21]3([CH3:55])[C@@H:26]([CH2:27][CH2:28]2)[C:25]([CH3:36])([CH3:35])[C:24]([C:37]2[CH2:42][CH2:41][C@@:40]([CH2:53][F:54])([C:43]([O:45][CH2:46][C:47]4[CH:52]=[CH:51][CH:50]=[CH:49][CH:48]=4)=[O:44])[CH2:39][CH:38]=2)=[CH:23][CH2:22]3)[CH2:19][CH2:18]1.[O-]P([O-])([O-])=O.[K+].[K+].[K+].[I-].[K+], predict the reaction product. The product is: [F:54][CH2:53][C@@:40]1([C:43]([O:45][CH2:46][C:47]2[CH:48]=[CH:49][CH:50]=[CH:51][CH:52]=2)=[O:44])[CH2:41][CH2:42][C:37]([C:24]2[C:25]([CH3:36])([CH3:35])[C@H:26]3[C@:21]([CH3:55])([CH2:22][CH:23]=2)[C@@H:20]2[C@:29]([CH3:34])([C@@:30]4([CH3:33])[C@H:17]([CH2:18][CH2:19]2)[C@H:16]2[C@H:56]([C:59]([CH3:61])=[CH2:60])[CH2:57][CH2:58][C@:15]2([NH:14][CH2:2][CH2:3][N:4]2[CH2:9][CH2:8][N:7]([S:10]([CH3:13])(=[O:12])=[O:11])[CH2:6][CH2:5]2)[CH2:32][CH2:31]4)[CH2:28][CH2:27]3)=[CH:38][CH2:39]1.